Dataset: Full USPTO retrosynthesis dataset with 1.9M reactions from patents (1976-2016). Task: Predict the reactants needed to synthesize the given product. (1) Given the product [Br:1][C:2]1[CH:7]=[CH:6][C:5]2[C:19]3[C:14](=[CH:15][C:16]([Br:20])=[CH:17][CH:18]=3)[C:9]3[C:8](=[CH:13][CH:12]=[CH:11][CH:10]=3)[C:4]=2[CH:3]=1, predict the reactants needed to synthesize it. The reactants are: [Br:1][C:2]1[CH:3]=[C:4]([C:8]2[C:9]([C:14]3[CH:19]=[CH:18][CH:17]=[C:16]([Br:20])[CH:15]=3)=[CH:10][CH:11]=[CH:12][CH:13]=2)[CH:5]=[CH:6][CH:7]=1.ClCCl.O.C(Cl)(Cl)Cl. (2) Given the product [Br:1][C:2]1[CH:3]=[CH:4][C:5]([CH:20]2[CH2:21][CH2:22]2)=[C:6]([CH:8]2[C:14](=[O:15])[C:13]([CH3:16])([CH3:17])[O:12][C:11]([CH3:18])([CH3:19])[C:10]2=[O:9])[CH:7]=1, predict the reactants needed to synthesize it. The reactants are: [Br:1][C:2]1[CH:3]=[CH:4][C:5]([CH:20]2[CH2:22][CH2:21]2)=[C:6]([CH:8]2[C:10]3([C:14](=[O:15])[C:13]([CH3:17])([CH3:16])[O:12][C:11]3([CH3:19])[CH3:18])[O:9]2)[CH:7]=1. (3) Given the product [CH3:40][C:35]1([CH3:41])[C:36]([CH3:39])([CH3:38])[O:37][B:33]([C:21]2[CH:22]=[C:23]([P:27](=[O:32])([O:30][CH3:31])[O:28][CH3:29])[CH:24]=[CH:25][CH:26]=2)[O:34]1, predict the reactants needed to synthesize it. The reactants are: C1(P(C2CCCCC2)C2CCCCC2)CCCCC1.Cl[C:21]1[CH:22]=[C:23]([P:27](=[O:32])([O:30][CH3:31])[O:28][CH3:29])[CH:24]=[CH:25][CH:26]=1.[B:33]1([B:33]2[O:37][C:36]([CH3:39])([CH3:38])[C:35]([CH3:41])([CH3:40])[O:34]2)[O:37][C:36]([CH3:39])([CH3:38])[C:35]([CH3:41])([CH3:40])[O:34]1.C([O-])(=O)C.[K+].ClP(=O)([O-])[O-]. (4) Given the product [CH2:12]([O:11][C:4]1[CH:3]=[C:2]([N:21]2[CH2:22][CH2:23][N:18]([C:15](=[O:17])[CH3:16])[CH2:19][CH2:20]2)[CH:7]=[CH:6][C:5]=1[N+:8]([O-:10])=[O:9])[CH2:13][CH3:14], predict the reactants needed to synthesize it. The reactants are: F[C:2]1[CH:7]=[CH:6][C:5]([N+:8]([O-:10])=[O:9])=[C:4]([O:11][CH2:12][CH2:13][CH3:14])[CH:3]=1.[C:15]([N:18]1[CH2:23][CH2:22][NH:21][CH2:20][CH2:19]1)(=[O:17])[CH3:16].C(=O)([O-])[O-].[K+].[K+]. (5) The reactants are: [F:1][C:2]([F:11])([CH:5]([F:10])[C:6]([F:9])([F:8])[F:7])[CH2:3][OH:4].[F:12][C:13]([F:28])([S:24](F)(=[O:26])=[O:25])[C:14]([F:23])([F:22])[C:15]([F:21])([F:20])[C:16]([F:19])([F:18])[F:17].[OH-].[K+]. Given the product [F:28][C:13]([F:12])([S:24]([O:4][CH2:3][C:2]([F:11])([F:1])[CH:5]([F:10])[C:6]([F:9])([F:7])[F:8])(=[O:26])=[O:25])[C:14]([F:22])([F:23])[C:15]([F:21])([F:20])[C:16]([F:19])([F:18])[F:17], predict the reactants needed to synthesize it. (6) Given the product [C:1]([O:5][C:6](=[O:31])[CH2:7][O:8][C:9]1[C:14]2[CH2:15][CH2:16][CH2:17][CH2:18][CH:19]([NH:20][S:21]([C:24]3[CH:29]=[CH:28][C:27]([C:39]4[CH:38]=[CH:37][CH:36]=[C:35]([CH:32]([CH3:34])[CH3:33])[CH:40]=4)=[CH:26][N:25]=3)(=[O:23])=[O:22])[C:13]=2[CH:12]=[CH:11][CH:10]=1)([CH3:4])([CH3:3])[CH3:2], predict the reactants needed to synthesize it. The reactants are: [C:1]([O:5][C:6](=[O:31])[CH2:7][O:8][C:9]1[C:14]2[CH2:15][CH2:16][CH2:17][CH2:18][CH:19]([NH:20][S:21]([C:24]3[CH:29]=[CH:28][C:27](Br)=[CH:26][N:25]=3)(=[O:23])=[O:22])[C:13]=2[CH:12]=[CH:11][CH:10]=1)([CH3:4])([CH3:3])[CH3:2].[CH:32]([C:35]1[CH:36]=[C:37](B(O)O)[CH:38]=[CH:39][CH:40]=1)([CH3:34])[CH3:33].C([O-])([O-])=O.[K+].[K+]. (7) The reactants are: [C:1]([O:5][C:6]([N:8]1[CH2:13][CH2:12][C:11](=O)[CH:10]([C:15]([CH:17]2[CH2:21][CH:20]=[CH:19][CH2:18]2)=O)[CH2:9]1)=[O:7])([CH3:4])([CH3:3])[CH3:2].[NH2:22][NH2:23].O. Given the product [CH:17]1([C:15]2[C:10]3[CH2:9][N:8]([C:6]([O:5][C:1]([CH3:4])([CH3:3])[CH3:2])=[O:7])[CH2:13][CH2:12][C:11]=3[NH:23][N:22]=2)[CH2:21][CH:20]=[CH:19][CH2:18]1, predict the reactants needed to synthesize it. (8) The reactants are: Cl[C:2]1[N:7]=[C:6]([C:8]2[CH:13]=[CH:12][C:11]([N:14]([CH3:16])[CH3:15])=[CH:10][CH:9]=2)[CH:5]=[CH:4][N:3]=1.[CH2:17]([O:19][C:20]([C:22]1[C:23]([NH2:27])=[N:24][NH:25][CH:26]=1)=[O:21])[CH3:18].C([O-])([O-])=O.[Cs+].[Cs+]. Given the product [CH2:17]([O:19][C:20]([C:22]1[C:23]([NH2:27])=[N:24][N:25]([C:2]2[N:7]=[C:6]([C:8]3[CH:13]=[CH:12][C:11]([N:14]([CH3:16])[CH3:15])=[CH:10][CH:9]=3)[CH:5]=[CH:4][N:3]=2)[CH:26]=1)=[O:21])[CH3:18], predict the reactants needed to synthesize it. (9) The reactants are: [CH3:1][O:2][C:3]([C:5]1[CH:14]=[CH:13][C:12]2[C:7](=[CH:8][CH:9]=[C:10]([OH:15])[CH:11]=2)[CH:6]=1)=[O:4].[F:16][C:17]1[CH:22]=[CH:21][C:20](B(O)O)=[CH:19][CH:18]=1.C(N(CC)CC)C.C(=O)(O)[O-].[Na+]. Given the product [CH3:1][O:2][C:3]([C:5]1[CH:14]=[CH:13][C:12]2[C:7](=[CH:8][CH:9]=[C:10]([O:15][C:20]3[CH:21]=[CH:22][C:17]([F:16])=[CH:18][CH:19]=3)[CH:11]=2)[CH:6]=1)=[O:4], predict the reactants needed to synthesize it.